This data is from Full USPTO retrosynthesis dataset with 1.9M reactions from patents (1976-2016). The task is: Predict the reactants needed to synthesize the given product. Given the product [CH3:46][C:12]1[C:11]([C:14]#[C:15][C:16]2[CH:17]=[CH:18][CH:19]=[CH:20][CH:21]=2)=[CH:10][C:9]2[NH:22][C:29](=[O:45])[CH2:30][C:31]([C:33]3[CH:38]=[CH:37][CH:36]=[C:35]([C:39]4[N:40]([CH3:44])[CH:41]=[CH:42][N:43]=4)[CH:34]=3)=[N:7][C:8]=2[CH:13]=1, predict the reactants needed to synthesize it. The reactants are: C(OC(=O)[NH:7][C:8]1[CH:13]=[CH:12][C:11]([C:14]#[C:15][C:16]2[CH:21]=[CH:20][CH:19]=[CH:18][CH:17]=2)=[CH:10][C:9]=1[NH2:22])(C)(C)C.C(O[C:29](=[O:45])[CH2:30][C:31]([C:33]1[CH:38]=[CH:37][CH:36]=[C:35]([C:39]2[N:40]([CH3:44])[CH:41]=[CH:42][N:43]=2)[CH:34]=1)=O)(C)(C)C.[C:46](O)(C(F)(F)F)=O.